Dataset: Peptide-MHC class I binding affinity with 185,985 pairs from IEDB/IMGT. Task: Regression. Given a peptide amino acid sequence and an MHC pseudo amino acid sequence, predict their binding affinity value. This is MHC class I binding data. (1) The peptide sequence is KALGPAATL. The MHC is HLA-B45:01 with pseudo-sequence HLA-B45:01. The binding affinity (normalized) is 0.0213. (2) The peptide sequence is RVACRDVEV. The MHC is HLA-A02:01 with pseudo-sequence HLA-A02:01. The binding affinity (normalized) is 0.488. (3) The peptide sequence is VGHMMVIFR. The MHC is HLA-B15:01 with pseudo-sequence HLA-B15:01. The binding affinity (normalized) is 0. (4) The peptide sequence is RMYIFFASFY. The MHC is HLA-A24:02 with pseudo-sequence HLA-A24:02. The binding affinity (normalized) is 0.126. (5) The MHC is HLA-A33:01 with pseudo-sequence HLA-A33:01. The binding affinity (normalized) is 0.659. The peptide sequence is QLEDSEYLFR. (6) The peptide sequence is KKKDKNKW. The MHC is Mamu-B17 with pseudo-sequence Mamu-B17. The binding affinity (normalized) is 0.